Dataset: Reaction yield outcomes from USPTO patents with 853,638 reactions. Task: Predict the reaction yield, written as a fraction of the theoretical maximum amount of product (1.0 means a 100% yield; for example, 0.34 means a 34% yield). The reactants are Br[C:2]1[CH:14]=[CH:13][C:5]([C:6]([O:8][C:9]([CH3:12])([CH3:11])[CH3:10])=[O:7])=[C:4]([Cl:15])[CH:3]=1.[CH3:16][C:17]1(C)[C:21](C)(C)OB(C(C)=C)O1.C(=O)([O-])[O-].[Na+].[Na+]. The catalyst is O1CCOCC1.O.C1C=CC([P]([Pd]([P](C2C=CC=CC=2)(C2C=CC=CC=2)C2C=CC=CC=2)([P](C2C=CC=CC=2)(C2C=CC=CC=2)C2C=CC=CC=2)[P](C2C=CC=CC=2)(C2C=CC=CC=2)C2C=CC=CC=2)(C2C=CC=CC=2)C2C=CC=CC=2)=CC=1. The product is [Cl:15][C:4]1[CH:3]=[C:2]([C:17]([CH3:21])=[CH2:16])[CH:14]=[CH:13][C:5]=1[C:6]([O:8][C:9]([CH3:12])([CH3:11])[CH3:10])=[O:7]. The yield is 0.923.